This data is from Forward reaction prediction with 1.9M reactions from USPTO patents (1976-2016). The task is: Predict the product of the given reaction. (1) Given the reactants CN([CH:4]=[O:5])C.[C:6]([OH:25])(=O)[CH2:7][CH2:8][CH2:9][CH2:10][CH2:11][CH2:12][CH2:13]/[CH:14]=[CH:15]\[CH2:16][CH2:17][CH2:18][CH2:19][CH2:20][CH2:21][CH2:22][CH3:23].[CH2:26]([N:28](CC)CC)C.F[P-](F)(F)(F)(F)F.N1(O[P+](N(C)C)(N(C)C)N(C)C)C2C=CC=CC=2N=N1, predict the reaction product. The product is: [CH3:23][CH2:22][CH2:21][CH2:20][CH2:19][CH2:18][CH2:17][CH2:16]/[CH:15]=[CH:14]\[CH2:13][CH2:12][CH2:11][CH2:10][CH2:9][CH2:8][CH2:7][C:6]([NH:28][CH2:26][CH2:4][OH:5])=[O:25]. (2) Given the reactants C[O:2][C:3]1[C:8]([CH:9]2[CH2:14][CH2:13][N:12]([CH:15]3[CH2:21][CH2:20][CH2:19][N:18]([C:22]([O:24][CH2:25][CH3:26])=[O:23])[CH2:17][CH2:16]3)[CH2:11][CH2:10]2)=[CH:7][CH:6]=[CH:5][N:4]=1.Cl, predict the reaction product. The product is: [OH:2][C:3]1[C:8]([CH:9]2[CH2:10][CH2:11][N:12]([CH:15]3[CH2:21][CH2:20][CH2:19][N:18]([C:22]([O:24][CH2:25][CH3:26])=[O:23])[CH2:17][CH2:16]3)[CH2:13][CH2:14]2)=[CH:7][CH:6]=[CH:5][N:4]=1. (3) Given the reactants [N+:1]([C:4]1[CH:9]=[CH:8][C:7]([N:10]2[CH2:15][CH2:14][NH:13][CH2:12][CH2:11]2)=[CH:6][CH:5]=1)([O-:3])=[O:2].[CH2:16]1[CH2:22][S:19](=[O:21])(=[O:20])[O:18][CH2:17]1, predict the reaction product. The product is: [N+:1]([C:4]1[CH:5]=[CH:6][C:7]([N:10]2[CH2:15][CH2:14][N:13]([CH2:17][CH2:16][CH2:22][S:19]([OH:21])(=[O:20])=[O:18])[CH2:12][CH2:11]2)=[CH:8][CH:9]=1)([O-:3])=[O:2]. (4) Given the reactants [NH2:1][CH2:2][CH2:3][C:4]1[CH:5]=[C:6]([CH:10]([CH3:19])[CH2:11][NH:12][S:13]([CH:16]([CH3:18])[CH3:17])(=[O:15])=[O:14])[CH:7]=[CH:8][CH:9]=1.[CH:20]([S:23](Cl)(=[O:25])=[O:24])([CH3:22])[CH3:21].C1CCN2C(=NCCC2)CC1, predict the reaction product. The product is: [NH2:1][CH2:2][CH2:3][C:4]1[CH:5]=[C:6]([CH:10]([CH3:19])[CH2:11][NH:12][S:13]([CH:16]([CH3:18])[CH3:17])(=[O:15])=[O:14])[CH:7]=[CH:8][CH:9]=1.[CH3:17][CH:16]([S:13]([NH:12][CH2:11][CH:10]([C:6]1[CH:7]=[CH:8][CH:9]=[C:4]([CH2:3][CH2:2][NH:1][S:23]([CH:20]([CH3:22])[CH3:21])(=[O:25])=[O:24])[CH:5]=1)[CH3:19])(=[O:15])=[O:14])[CH3:18].